Task: Predict the product of the given reaction.. Dataset: Forward reaction prediction with 1.9M reactions from USPTO patents (1976-2016) (1) The product is: [NH2:2][CH2:1][C:3]1[N:8]=[C:7]([C:9]2[S:13][C:12]([N:14]3[CH2:19][CH2:18][O:17][CH2:16][CH2:15]3)=[N:11][C:10]=2[C:20]2[C:21]([F:38])=[C:22]([NH:26][S:27]([C:30]3[CH:35]=[C:34]([F:36])[CH:33]=[CH:32][C:31]=3[F:37])(=[O:28])=[O:29])[CH:23]=[CH:24][CH:25]=2)[CH:6]=[CH:5][N:4]=1. Given the reactants [C:1]([C:3]1[N:8]=[C:7]([C:9]2[S:13][C:12]([N:14]3[CH2:19][CH2:18][O:17][CH2:16][CH2:15]3)=[N:11][C:10]=2[C:20]2[C:21]([F:38])=[C:22]([NH:26][S:27]([C:30]3[CH:35]=[C:34]([F:36])[CH:33]=[CH:32][C:31]=3[F:37])(=[O:29])=[O:28])[CH:23]=[CH:24][CH:25]=2)[CH:6]=[CH:5][N:4]=1)#[N:2], predict the reaction product. (2) Given the reactants Br[C:2]1[CH:7]=[CH:6][C:5]([NH:8][C:9]2[O:10][C:11]3[CH:17]=[CH:16][C:15]([CH3:18])=[CH:14][C:12]=3[N:13]=2)=[CH:4][CH:3]=1.[CH3:19][C:20]1([CH3:44])[C:24]([CH3:26])([CH3:25])[O:23][B:22](C2C=CC(NC3OC4C=CC(Cl)=CC=4N=3)=CC=2)[O:21]1, predict the reaction product. The product is: [CH3:19][C:20]1([CH3:44])[C:24]([CH3:26])([CH3:25])[O:23][B:22]([C:2]2[CH:7]=[CH:6][C:5]([NH:8][C:9]3[O:10][C:11]4[CH:17]=[CH:16][C:15]([CH3:18])=[CH:14][C:12]=4[N:13]=3)=[CH:4][CH:3]=2)[O:21]1.